Dataset: Full USPTO retrosynthesis dataset with 1.9M reactions from patents (1976-2016). Task: Predict the reactants needed to synthesize the given product. Given the product [CH2:1]([N:8]([C:9]([CH3:12])([CH3:11])[CH3:10])[CH2:13][CH2:14][NH2:15])[C:2]1[CH:7]=[CH:6][CH:5]=[CH:4][CH:3]=1, predict the reactants needed to synthesize it. The reactants are: [CH2:1]([N:8]([CH2:13][C:14]#[N:15])[C:9]([CH3:12])([CH3:11])[CH3:10])[C:2]1[CH:7]=[CH:6][CH:5]=[CH:4][CH:3]=1.[H-].[Al+3].[Li+].[H-].[H-].[H-].O.[OH-].[Na+].